Dataset: Catalyst prediction with 721,799 reactions and 888 catalyst types from USPTO. Task: Predict which catalyst facilitates the given reaction. Reactant: [CH2:1]([O:3][C:4]([C:6]1[S:7][CH:8]=[C:9]([C:11]([OH:13])=O)[N:10]=1)=[O:5])[CH3:2].[CH2:14]([NH:16][CH2:17][CH3:18])[CH3:15].CN(C(ON1N=NC2C=CC=NC1=2)=[N+](C)C)C.F[P-](F)(F)(F)(F)F. Product: [CH2:14]([N:16]([CH2:17][CH3:18])[C:11]([C:9]1[N:10]=[C:6]([C:4]([O:3][CH2:1][CH3:2])=[O:5])[S:7][CH:8]=1)=[O:13])[CH3:15]. The catalyst class is: 3.